Predict the product of the given reaction. From a dataset of Forward reaction prediction with 1.9M reactions from USPTO patents (1976-2016). (1) Given the reactants [CH3:1][C:2]1[CH:16]=[CH:15][C:5]([C:6]([NH:8][C:9]2[N:13]([CH3:14])[N:12]=[CH:11][CH:10]=2)=[O:7])=[CH:4][C:3]=1B1OC(C)(C)C(C)(C)O1.Br[C:27]1[CH:28]=[C:29]2[C:34](=[CH:35][CH:36]=1)[C:33]([O:37][CH2:38][C:39]([F:42])([F:41])[F:40])=[N:32][N:31]=[CH:30]2.C([O-])([O-])=O.[Na+].[Na+].[OH-].[Na+], predict the reaction product. The product is: [CH3:1][C:2]1[CH:16]=[CH:15][C:5]([C:6]([NH:8][C:9]2[N:13]([CH3:14])[N:12]=[CH:11][CH:10]=2)=[O:7])=[CH:4][C:3]=1[C:27]1[CH:28]=[C:29]2[C:34](=[CH:35][CH:36]=1)[C:33]([O:37][CH2:38][C:39]([F:41])([F:42])[F:40])=[N:32][N:31]=[CH:30]2. (2) Given the reactants [F:1][C:2]1[C:3]([NH:18][CH:19]([C:24]([CH3:27])([CH3:26])[CH3:25])[CH2:20][C:21]([NH2:23])=O)=[N:4][C:5]([C:8]2[C:16]3[C:11](=[N:12][CH:13]=[C:14]([F:17])[CH:15]=3)[NH:10][CH:9]=2)=[N:6][CH:7]=1.FC(F)(F)C(OC(=O)C(F)(F)F)=O, predict the reaction product. The product is: [F:1][C:2]1[C:3]([NH:18][CH:19]([C:24]([CH3:27])([CH3:26])[CH3:25])[CH2:20][C:21]#[N:23])=[N:4][C:5]([C:8]2[C:16]3[C:11](=[N:12][CH:13]=[C:14]([F:17])[CH:15]=3)[NH:10][CH:9]=2)=[N:6][CH:7]=1. (3) Given the reactants [Br:1][C:2]1[CH:7]=[CH:6][C:5]([O:8][CH2:9][C:10]#[N:11])=[CH:4][CH:3]=1.CSC.Cl, predict the reaction product. The product is: [Br:1][C:2]1[CH:3]=[CH:4][C:5]([O:8][CH2:9][CH2:10][NH2:11])=[CH:6][CH:7]=1.